This data is from Forward reaction prediction with 1.9M reactions from USPTO patents (1976-2016). The task is: Predict the product of the given reaction. (1) Given the reactants [N:1]1[CH:6]=[CH:5][CH:4]=[CH:3][C:2]=1/[CH:7]=[CH:8]/[C:9]([OH:11])=[O:10].S(Cl)([Cl:14])=O.[CH3:16]O, predict the reaction product. The product is: [ClH:14].[CH3:16][O:10][C:9](=[O:11])/[CH:8]=[CH:7]/[C:2]1[CH:3]=[CH:4][CH:5]=[CH:6][N:1]=1. (2) Given the reactants Br[C:2]1[CH:3]=[C:4]([S:12]([N:15]2[CH2:20][CH2:19][N:18]([C:21]([CH:23]3[CH2:25][CH:24]3[C:26]3[CH:31]=[CH:30][C:29](C(F)(F)F)=[CH:28][CH:27]=3)=[O:22])[CH2:17][CH2:16]2)(=[O:14])=[O:13])[CH:5]=[C:6](C(F)(F)F)[CH:7]=1.FC(F)(F)C1C=[CH:42][C:41]([CH2:44][C:45]([N:47]2CCNCC2)=O)=CC=1.C([N:63]1CCNCC1)(=O)C1C=CC=CC=1.BrC1C=C(S(Cl)(=O)=O)C=C([C:76]([F:79])([F:78])[F:77])C=1.[F:84][C:85]([F:101])([F:100])C1C=C(S(Cl)(=O)=O)C=C(C(F)(F)F)C=1.C(=O)([O-])[O-].[Na+].[Na+], predict the reaction product. The product is: [CH3:47][C:45]1[C:44]([C:6]2[CH:5]=[C:4]([S:12]([N:15]3[CH2:16][CH2:17][N:18]([C:21]([CH:23]4[CH2:25][CH:24]4[C:26]4[CH:31]=[CH:30][C:29]([C:85]([F:101])([F:100])[F:84])=[CH:28][CH:27]=4)=[O:22])[CH2:19][CH2:20]3)(=[O:13])=[O:14])[CH:3]=[C:2]([C:76]([F:79])([F:78])[F:77])[CH:7]=2)=[CH:41][NH:42][N:63]=1. (3) Given the reactants [NH:1]([C:3]1[CH:18]=[CH:17][C:6]([C:7]([NH:9][CH2:10][CH:11]2[CH2:16][CH2:15][O:14][CH2:13][CH2:12]2)=[O:8])=[CH:5][N:4]=1)[NH2:2].C(=O)([O-])[O-].[K+].[K+].C([O:27][CH:28]=[C:29]([C:35](OCC)=O)[C:30]([O:32][CH2:33][CH3:34])=[O:31])C.Cl, predict the reaction product. The product is: [OH:27][C:28]1[N:1]([C:3]2[CH:18]=[CH:17][C:6]([C:7](=[O:8])[NH:9][CH2:10][CH:11]3[CH2:16][CH2:15][O:14][CH2:13][CH2:12]3)=[CH:5][N:4]=2)[N:2]=[CH:35][C:29]=1[C:30]([O:32][CH2:33][CH3:34])=[O:31]. (4) Given the reactants [C:1]([O:5][C:6](=[O:35])[NH:7][CH:8]([CH2:27][C:28]1[CH:33]=[CH:32][C:31]([Cl:34])=[CH:30][CH:29]=1)[C:9]([N:11]1[CH2:16][CH2:15][N:14]([C:17]2[C:18]3[S:25][C:24](I)=[CH:23][C:19]=3[N:20]=[CH:21][N:22]=2)[CH2:13][CH2:12]1)=[O:10])([CH3:4])([CH3:3])[CH3:2].C([O-])([O-])=O.[Na+].[Na+].[S:42]1[CH:46]=[CH:45][C:44](B(O)O)=[CH:43]1, predict the reaction product. The product is: [C:1]([O:5][C:6](=[O:35])[NH:7][CH:8]([CH2:27][C:28]1[CH:33]=[CH:32][C:31]([Cl:34])=[CH:30][CH:29]=1)[C:9](=[O:10])[N:11]1[CH2:16][CH2:15][N:14]([C:17]2[C:18]3[S:25][C:24]([C:44]4[CH:45]=[CH:46][S:42][CH:43]=4)=[CH:23][C:19]=3[N:20]=[CH:21][N:22]=2)[CH2:13][CH2:12]1)([CH3:4])([CH3:3])[CH3:2]. (5) Given the reactants Cl[C:2]1[CH:10]=[C:9]2[C:5]([CH:6]=[N:7][N:8]2[S:11]([C:14]2[CH:19]=[CH:18][CH:17]=[CH:16][CH:15]=2)(=[O:13])=[O:12])=[C:4]([C:20]2[O:21][C:22]([CH2:25][N:26]3[CH2:31][C@H:30]([CH3:32])[O:29][C@H:28]([CH3:33])[CH2:27]3)=[CH:23][N:24]=2)[CH:3]=1.[CH3:34][O:35][C:36]1[C:41]([NH:42][S:43]([CH3:46])(=[O:45])=[O:44])=[CH:40][C:39](B2OC(C)(C)C(C)(C)O2)=[CH:38][N:37]=1.P([O-])([O-])([O-])=O.[K+].[K+].[K+].F.[F-].[K+].C1(P(C2CCCCC2)C2CCCCC2)CCCCC1, predict the reaction product. The product is: [CH3:32][C@H:30]1[CH2:31][N:26]([CH2:25][C:22]2[O:21][C:20]([C:4]3[CH:3]=[C:2]([C:39]4[CH:40]=[C:41]([NH:42][S:43]([CH3:46])(=[O:44])=[O:45])[C:36]([O:35][CH3:34])=[N:37][CH:38]=4)[CH:10]=[C:9]4[C:5]=3[CH:6]=[N:7][N:8]4[S:11]([C:14]3[CH:19]=[CH:18][CH:17]=[CH:16][CH:15]=3)(=[O:13])=[O:12])=[N:24][CH:23]=2)[CH2:27][C@@H:28]([CH3:33])[O:29]1. (6) The product is: [F:29][C:28]1[C:23]([NH:2][C@H:3]2[CH2:7][CH2:6][CH2:5][C@@H:4]2[NH:8][C:9](=[O:21])[C:10]2[CH:15]=[CH:14][CH:13]=[CH:12][C:11]=2[N:16]2[N:17]=[CH:18][CH:19]=[N:20]2)=[N:24][CH:25]=[C:26]([C:30]([F:32])([F:31])[F:33])[CH:27]=1. Given the reactants Cl.[NH2:2][C@H:3]1[CH2:7][CH2:6][CH2:5][C@@H:4]1[NH:8][C:9](=[O:21])[C:10]1[CH:15]=[CH:14][CH:13]=[CH:12][C:11]=1[N:16]1[N:20]=[CH:19][CH:18]=[N:17]1.F[C:23]1[C:28]([F:29])=[CH:27][C:26]([C:30]([F:33])([F:32])[F:31])=[CH:25][N:24]=1.CCN(C(C)C)C(C)C, predict the reaction product. (7) Given the reactants [Br:1][C:2]1[N:3]=[C:4]([C:20]#[C:21][CH3:22])[S:5][C:6]=1[C:7]1[N:11]=[CH:10][N:9]([CH2:12][O:13][CH2:14][CH2:15][Si:16]([CH3:19])([CH3:18])[CH3:17])[N:8]=1.[I-].[NH2:24][N+:25]1[CH:30]=[CH:29][CH:28]=[CH:27][CH:26]=1.C(=O)([O-])[O-].[K+].[K+].CN(C)C=O, predict the reaction product. The product is: [Br:1][C:2]1[N:3]=[C:4]([C:20]2[C:21]([CH3:22])=[N:24][N:25]3[CH:30]=[CH:29][CH:28]=[CH:27][C:26]=23)[S:5][C:6]=1[C:7]1[N:11]=[CH:10][N:9]([CH2:12][O:13][CH2:14][CH2:15][Si:16]([CH3:19])([CH3:18])[CH3:17])[N:8]=1. (8) The product is: [NH3:1].[CH:22]([N:21]([CH:25]([CH3:26])[CH3:27])[CH2:20][CH2:19][C@@H:18]([C:13]1[CH:12]=[C:11]([CH2:10][CH2:9][O:8][C:7]2[CH:6]=[CH:5][C:4]([CH2:3][CH2:2][NH:1][CH2:40][C:39]3[CH:42]=[CH:43][C:44]([OH:45])=[C:37]([F:36])[CH:38]=3)=[CH:35][CH:34]=2)[CH:16]=[CH:15][C:14]=1[OH:17])[C:28]1[CH:29]=[CH:30][CH:31]=[CH:32][CH:33]=1)([CH3:24])[CH3:23]. Given the reactants [NH2:1][CH2:2][CH2:3][C:4]1[CH:35]=[CH:34][C:7]([O:8][CH2:9][CH2:10][C:11]2[CH:16]=[CH:15][C:14]([OH:17])=[C:13]([C@@H:18]([C:28]3[CH:33]=[CH:32][CH:31]=[CH:30][CH:29]=3)[CH2:19][CH2:20][N:21]([CH:25]([CH3:27])[CH3:26])[CH:22]([CH3:24])[CH3:23])[CH:12]=2)=[CH:6][CH:5]=1.[F:36][C:37]1[CH:38]=[C:39]([CH:42]=[CH:43][C:44]=1[OH:45])[CH:40]=O.S([O-])([O-])(=O)=O.[Mg+2].[BH4-].[Na+], predict the reaction product.